Task: Predict which catalyst facilitates the given reaction.. Dataset: Catalyst prediction with 721,799 reactions and 888 catalyst types from USPTO (1) Reactant: [F:1][C:2]1[CH:3]=[N:4][CH:5]=[C:6]([F:32])[C:7]=1[C:8]1[N:9]=[C:10]2[CH:15]=[CH:14][CH:13]=[C:12]([O:16][CH2:17][CH2:18][OH:19])[N:11]2[C:20]=1[NH:21][C:22]1[CH:31]=[CH:30][C:25]2[O:26][CH2:27][CH2:28][O:29][C:24]=2[CH:23]=1.[S:33](Cl)([C:36]1[CH:42]=[CH:41][C:39]([CH3:40])=[CH:38][CH:37]=1)(=[O:35])=[O:34].CCN(CC)CC. Product: [CH3:40][C:39]1[CH:41]=[CH:42][C:36]([S:33]([O:19][CH2:18][CH2:17][O:16][C:12]2[N:11]3[C:20]([NH:21][C:22]4[CH:31]=[CH:30][C:25]5[O:26][CH2:27][CH2:28][O:29][C:24]=5[CH:23]=4)=[C:8]([C:7]4[C:2]([F:1])=[CH:3][N:4]=[CH:5][C:6]=4[F:32])[N:9]=[C:10]3[CH:15]=[CH:14][CH:13]=2)(=[O:35])=[O:34])=[CH:37][CH:38]=1. The catalyst class is: 448. (2) Reactant: Cl[CH2:2][C:3]1[CH:8]=[CH:7][C:6]([O:9][CH2:10][CH2:11][O:12][CH3:13])=[C:5]([O:14][CH2:15][CH2:16][O:17][CH3:18])[CH:4]=1.[C-:19]#[N:20].[K+]. Product: [CH3:18][O:17][CH2:16][CH2:15][O:14][C:5]1[CH:4]=[C:3]([CH2:2][C:19]#[N:20])[CH:8]=[CH:7][C:6]=1[O:9][CH2:10][CH2:11][O:12][CH3:13]. The catalyst class is: 42.